This data is from Full USPTO retrosynthesis dataset with 1.9M reactions from patents (1976-2016). The task is: Predict the reactants needed to synthesize the given product. (1) The reactants are: [C:1]1(=O)[CH2:6][CH2:5][CH2:4][CH2:3][CH2:2]1.[CH3:8][O:9][CH2:10][CH2:11][NH2:12].[BH4-].[Na+]. Given the product [CH3:8][O:9][CH2:10][CH2:11][NH:12][CH:1]1[CH2:6][CH2:5][CH2:4][CH2:3][CH2:2]1, predict the reactants needed to synthesize it. (2) Given the product [CH2:28]([O:27][C:24]1[CH:25]=[CH:26][C:21]([C:18]2[CH:19]=[CH:20][C:15]([C:13]([NH:12][CH:4]([CH2:5][C:6]3[CH:11]=[CH:10][CH:9]=[CH:8][CH:7]=3)[C:3]([OH:36])=[O:2])=[O:14])=[CH:16][CH:17]=2)=[CH:22][C:23]=1[F:35])[C:29]1[CH:30]=[CH:31][CH:32]=[CH:33][CH:34]=1, predict the reactants needed to synthesize it. The reactants are: C[O:2][C:3](=[O:36])[CH:4]([NH:12][C:13]([C:15]1[CH:20]=[CH:19][C:18]([C:21]2[CH:26]=[CH:25][C:24]([O:27][CH2:28][C:29]3[CH:34]=[CH:33][CH:32]=[CH:31][CH:30]=3)=[C:23]([F:35])[CH:22]=2)=[CH:17][CH:16]=1)=[O:14])[CH2:5][C:6]1[CH:11]=[CH:10][CH:9]=[CH:8][CH:7]=1.[OH-].[Li+].Cl. (3) Given the product [O:1]1[C:6]2[CH:7]=[CH:8][CH:9]=[CH:10][C:5]=2[O:4][CH2:3][CH:2]1[CH2:11][NH:12][C:19]1[CH:20]=[N:21][CH:22]=[CH:14][C:15]=1[C:16]([OH:18])=[O:17], predict the reactants needed to synthesize it. The reactants are: [O:1]1[C:6]2[CH:7]=[CH:8][CH:9]=[CH:10][C:5]=2[O:4][CH2:3][CH:2]1[CH2:11][NH2:12].F[C:14]1[CH:22]=[N:21][CH:20]=[CH:19][C:15]=1[C:16]([OH:18])=[O:17]. (4) Given the product [C:1]([C:3]1[CH:4]=[C:5]([CH:9]=[CH:10][C:11]=1[CH:12]1[CH2:17][CH2:16][CH2:15][CH2:14][CH2:13]1)[CH2:6][OH:7])#[N:2], predict the reactants needed to synthesize it. The reactants are: [C:1]([C:3]1[CH:4]=[C:5]([CH:9]=[CH:10][C:11]=1[CH:12]1[CH2:17][CH2:16][CH2:15][CH2:14][CH2:13]1)[C:6](O)=[O:7])#[N:2]. (5) Given the product [C:26]([N:3]1[C:4]2[C:9](=[CH:8][C:7]([N:20]3[CH:24]=[C:23]([CH3:25])[N:22]=[CH:21]3)=[CH:6][CH:5]=2)[C@H:10]([NH:12][C:13](=[O:19])[O:14][C:15]([CH3:18])([CH3:16])[CH3:17])[CH2:11][C@@H:2]1[CH3:1])(=[O:28])[CH3:27], predict the reactants needed to synthesize it. The reactants are: [CH3:1][CH:2]1[CH2:11][CH:10]([NH:12][C:13](=[O:19])[O:14][C:15]([CH3:18])([CH3:17])[CH3:16])[C:9]2[C:4](=[CH:5][CH:6]=[C:7]([N:20]3[CH:24]=[C:23]([CH3:25])[N:22]=[CH:21]3)[CH:8]=2)[NH:3]1.[C:26](OC(=O)C)(=[O:28])[CH3:27]. (6) Given the product [CH:1]([C:4]1[NH:5][C:6]([C:16]2[CH:17]=[C:18]([C:36]3[CH:37]=[CH:38][C:33]([CH2:31][C:41]([NH2:43])=[O:40])=[N:34][CH:35]=3)[CH:19]=[CH:20][CH:21]=2)=[C:7]([C:9]2[CH:14]=[CH:13][CH:12]=[C:11]([CH3:15])[N:10]=2)[N:8]=1)([CH3:3])[CH3:2], predict the reactants needed to synthesize it. The reactants are: [CH:1]([C:4]1[NH:5][C:6]([C:16]2[CH:21]=[CH:20][CH:19]=[C:18](B3OC(C)(C)C(C)(C)O3)[CH:17]=2)=[C:7]([C:9]2[CH:14]=[CH:13][CH:12]=[C:11]([CH3:15])[N:10]=2)[N:8]=1)([CH3:3])[CH3:2].[C:31]([C:33]1[CH:38]=[CH:37][C:36](Br)=[CH:35][N:34]=1)#N.[OH2:40].[C:41](#[N:43])C. (7) The reactants are: [NH2:1][C:2]1[CH:3]=[N:4][C:5]2[C:10]([C:11]=1[OH:12])=[CH:9][C:8]([Br:13])=[CH:7][CH:6]=2.C(=O)([O-])[O-].[K+].[K+].Br[CH2:21][CH2:22]Br.CN(C)C=O. Given the product [Br:13][C:8]1[CH:7]=[CH:6][C:5]2[N:4]=[CH:3][C:2]3[NH:1][CH2:21][CH2:22][O:12][C:11]=3[C:10]=2[CH:9]=1, predict the reactants needed to synthesize it. (8) Given the product [C:49]([O:37][C:34](=[O:35])[NH:23][C@@H:8]([CH2:12][S:13][CH2:14][C:15]1[CH:16]=[CH:17][C:18]([O:21][CH3:22])=[CH:19][CH:20]=1)[C:9](=[O:11])[CH:39]=[N+:40]=[N-:44])([CH3:48])([CH3:50])[CH3:24], predict the reactants needed to synthesize it. The reactants are: C([C@@:8]([NH2:23])([CH2:12][S:13][CH2:14][C:15]1[CH:20]=[CH:19][C:18]([O:21][CH3:22])=[CH:17][CH:16]=1)[C:9]([OH:11])=O)(OC(C)(C)C)=O.[CH3:24]N1CCOCC1.C(O[C:34](Cl)=[O:35])C.[OH-:37].[K+].[CH3:39][N:40]([N:44]=O)C(N)=O.O1[CH2:50][CH2:49][CH2:48]C1. (9) Given the product [Cl:1][C:2]1[CH:27]=[C:26]([O:28][C:29]2[CH:30]=[CH:31][CH:32]=[CH:33][CH:34]=2)[CH:25]=[CH:24][C:3]=1[O:4][CH2:5][CH2:6][CH2:7][O:8][C:9]1[CH:18]=[C:17]2[C:12]([CH2:13][CH2:14][C:15]([CH3:36])([C:19]([O:21][CH2:22][CH3:23])=[O:20])[O:16]2)=[CH:11][CH:10]=1, predict the reactants needed to synthesize it. The reactants are: [Cl:1][C:2]1[CH:27]=[C:26]([O:28][C:29]2[CH:34]=[CH:33][CH:32]=[CH:31][CH:30]=2)[CH:25]=[CH:24][C:3]=1[O:4][CH2:5][CH2:6][CH2:7][O:8][C:9]1[CH:18]=[C:17]2[C:12]([CH2:13][CH2:14][CH:15]([C:19]([O:21][CH2:22][CH3:23])=[O:20])[O:16]2)=[CH:11][CH:10]=1.I[CH3:36]. (10) Given the product [Cl:29][C:23]1[C:24]([Cl:28])=[CH:25][CH:26]=[CH:27][C:22]=1[S:19]([NH:18][C:12]1[C:11]([O:9][CH2:3][C:4]2[O:8][CH:7]=[CH:6][CH:5]=2)=[N:16][C:15]([CH3:17])=[CH:14][N:13]=1)(=[O:20])=[O:21], predict the reactants needed to synthesize it. The reactants are: [H-].[Na+].[CH2:3]([OH:9])[C:4]1[O:8][CH:7]=[CH:6][CH:5]=1.Br[C:11]1[C:12]([NH:18][S:19]([C:22]2[CH:27]=[CH:26][CH:25]=[C:24]([Cl:28])[C:23]=2[Cl:29])(=[O:21])=[O:20])=[N:13][CH:14]=[C:15]([CH3:17])[N:16]=1.C(O)(=O)CC(CC(O)=O)(C(O)=O)O.